This data is from Peptide-MHC class II binding affinity with 134,281 pairs from IEDB. The task is: Regression. Given a peptide amino acid sequence and an MHC pseudo amino acid sequence, predict their binding affinity value. This is MHC class II binding data. (1) The peptide sequence is VTRMAMTDTTPFGQQ. The MHC is HLA-DQA10501-DQB10302 with pseudo-sequence HLA-DQA10501-DQB10302. The binding affinity (normalized) is 0.421. (2) The peptide sequence is SRFFVMGEETPLLTK. The MHC is DRB1_0901 with pseudo-sequence DRB1_0901. The binding affinity (normalized) is 0.907. (3) The peptide sequence is TSKLDAAYKLAYKTAEGATP. The MHC is HLA-DQA10101-DQB10501 with pseudo-sequence HLA-DQA10101-DQB10501. The binding affinity (normalized) is 0.272. (4) The peptide sequence is LSEEKVPWDQVVMTS. The MHC is DRB1_0901 with pseudo-sequence DRB1_0901. The binding affinity (normalized) is 0.326. (5) The binding affinity (normalized) is 0.367. The MHC is HLA-DQA10102-DQB10502 with pseudo-sequence HLA-DQA10102-DQB10502. The peptide sequence is RYANPIAFFRKEPLK. (6) The peptide sequence is SVWPIRYWATGSVLL. The MHC is DRB5_0101 with pseudo-sequence DRB5_0101. The binding affinity (normalized) is 0.523. (7) The peptide sequence is EGHHLASAAIFGHDG. The MHC is HLA-DQA10501-DQB10301 with pseudo-sequence HLA-DQA10501-DQB10301. The binding affinity (normalized) is 0.787. (8) The peptide sequence is PFPQPQQPFCQQPQR. The MHC is HLA-DPA10201-DPB10101 with pseudo-sequence HLA-DPA10201-DPB10101. The binding affinity (normalized) is 0.223.